Task: Predict the reaction yield, written as a fraction of the theoretical maximum amount of product (1.0 means a 100% yield; for example, 0.34 means a 34% yield).. Dataset: Reaction yield outcomes from USPTO patents with 853,638 reactions The product is [F:1][C:2]1[CH:3]=[C:4]([N+:9]([O-:11])=[O:10])[CH:5]=[CH:6][C:7]=1[N:12]1[CH2:16][CH2:15][CH2:14][C@@H:13]1[CH2:17][OH:18]. The yield is 0.960. The reactants are [F:1][C:2]1[CH:3]=[C:4]([N+:9]([O-:11])=[O:10])[CH:5]=[CH:6][C:7]=1F.[NH:12]1[CH2:16][CH2:15][CH2:14][C@@H:13]1[CH2:17][OH:18].C([O-])([O-])=O.[K+].[K+]. The catalyst is CN(C=O)C.